Dataset: Full USPTO retrosynthesis dataset with 1.9M reactions from patents (1976-2016). Task: Predict the reactants needed to synthesize the given product. (1) Given the product [Cl:14][C:15]1[CH:16]=[CH:17][C:18]([CH2:21][CH2:22][S:23]([NH:1][C:2]2[CH:7]=[CH:6][C:5]([O:8][CH3:9])=[CH:4][C:3]=2[S:10]([NH2:13])(=[O:11])=[O:12])(=[O:25])=[O:24])=[CH:19][CH:20]=1, predict the reactants needed to synthesize it. The reactants are: [NH2:1][C:2]1[CH:7]=[CH:6][C:5]([O:8][CH3:9])=[CH:4][C:3]=1[S:10]([NH2:13])(=[O:12])=[O:11].[Cl:14][C:15]1[CH:20]=[CH:19][C:18]([CH2:21][CH2:22][S:23](Cl)(=[O:25])=[O:24])=[CH:17][CH:16]=1. (2) Given the product [OH:1][CH:2]1[CH2:7][CH2:6][N:5]([C:10]2[CH:15]=[CH:14][N:13]=[CH:12][CH:11]=2)[CH2:4][CH2:3]1, predict the reactants needed to synthesize it. The reactants are: [OH:1][CH:2]1[CH2:7][CH2:6][NH:5][CH2:4][CH2:3]1.Cl.Cl[C:10]1[CH:15]=[CH:14][N:13]=[CH:12][CH:11]=1.C(=O)([O-])O.[Na+]. (3) Given the product [CH3:8][C:6]1[CH:7]=[C:2]([O:1][CH2:45][CH:46]2[CH2:51][CH2:50][O:49][CH2:48][CH2:47]2)[CH:3]=[C:4]([CH3:33])[C:5]=1[C:9]1[CH:14]=[CH:13][CH:12]=[C:11]([CH2:15][O:16][C:17]2[CH:22]=[CH:21][C:20]([C:23]3([CH2:27][C:28]([O:30][CH2:31][CH3:32])=[O:29])[CH2:24][O:25][CH2:26]3)=[CH:19][CH:18]=2)[CH:10]=1, predict the reactants needed to synthesize it. The reactants are: [OH:1][C:2]1[CH:7]=[C:6]([CH3:8])[C:5]([C:9]2[CH:14]=[CH:13][CH:12]=[C:11]([CH2:15][O:16][C:17]3[CH:22]=[CH:21][C:20]([C:23]4([CH2:27][C:28]([O:30][CH2:31][CH3:32])=[O:29])[CH2:26][O:25][CH2:24]4)=[CH:19][CH:18]=3)[CH:10]=2)=[C:4]([CH3:33])[CH:3]=1.CC1C=CC(S(O[CH2:45][CH:46]2[CH2:51][CH2:50][O:49][CH2:48][CH2:47]2)(=O)=O)=CC=1.C(=O)([O-])[O-].[Cs+].[Cs+]. (4) Given the product [NH2:1][C:4]1[CH:9]=[CH:8][C:7]([CH:10]2[CH2:11][CH2:12][N:13]([C:16]([O:18][C:19]([CH3:22])([CH3:21])[CH3:20])=[O:17])[CH2:14][CH2:15]2)=[CH:6][CH:5]=1, predict the reactants needed to synthesize it. The reactants are: [N+:1]([C:4]1[CH:9]=[CH:8][C:7]([C:10]2[CH2:15][CH2:14][N:13]([C:16]([O:18][C:19]([CH3:22])([CH3:21])[CH3:20])=[O:17])[CH2:12][CH:11]=2)=[CH:6][CH:5]=1)([O-])=O. (5) Given the product [CH3:39][O:38][C:36](=[O:37])[CH2:35][O:27][C:24]1[CH:23]=[CH:22][C:21]([C:17]2[CH:18]=[CH:19][C:20]3[N:8]([CH2:1][C:2]4[CH:3]=[CH:4][CH:5]=[CH:6][CH:7]=4)[C:9]4[CH2:10][CH2:11][CH2:12][CH2:13][C:14]=4[C:15]=3[CH:16]=2)=[CH:26][CH:25]=1, predict the reactants needed to synthesize it. The reactants are: [CH2:1]([N:8]1[C:20]2[CH:19]=[CH:18][C:17]([C:21]3[CH:26]=[CH:25][C:24]([OH:27])=[CH:23][CH:22]=3)=[CH:16][C:15]=2[C:14]2[CH2:13][CH2:12][CH2:11][CH2:10][C:9]1=2)[C:2]1[CH:7]=[CH:6][CH:5]=[CH:4][CH:3]=1.C([O-])([O-])=O.[K+].[K+].Br[CH2:35][C:36]([O:38][CH3:39])=[O:37]. (6) Given the product [CH3:41][O:42][C:43](=[O:52])[CH2:44][C:45]1[CH:46]=[N:47][CH:48]=[C:49]([C:28]2[CH:29]=[CH:30][C:25]([C:3]([CH2:4][CH3:5])([C:6]3[CH:11]=[CH:10][C:9]([C:12]#[C:13][C:14]4([O:19][Si:20]([CH3:22])([CH3:23])[CH3:21])[CH2:18][CH2:17][CH2:16][CH2:15]4)=[C:8]([CH3:24])[CH:7]=3)[CH2:1][CH3:2])=[CH:26][C:27]=2[CH3:40])[CH:50]=1, predict the reactants needed to synthesize it. The reactants are: [CH2:1]([C:3]([C:25]1[CH:30]=[CH:29][C:28](B2OC(C)(C)C(C)(C)O2)=[C:27]([CH3:40])[CH:26]=1)([C:6]1[CH:11]=[CH:10][C:9]([C:12]#[C:13][C:14]2([O:19][Si:20]([CH3:23])([CH3:22])[CH3:21])[CH2:18][CH2:17][CH2:16][CH2:15]2)=[C:8]([CH3:24])[CH:7]=1)[CH2:4][CH3:5])[CH3:2].[CH3:41][O:42][C:43](=[O:52])[CH2:44][C:45]1[CH:46]=[N:47][CH:48]=[C:49](Br)[CH:50]=1.P([O-])([O-])([O-])=O.[K+].[K+].[K+].